Binary Classification. Given a miRNA mature sequence and a target amino acid sequence, predict their likelihood of interaction. From a dataset of Experimentally validated miRNA-target interactions with 360,000+ pairs, plus equal number of negative samples. (1) The miRNA is hsa-miR-548s with sequence AUGGCCAAAACUGCAGUUAUUUU. The protein sequence of the target gene is MFALGLPFLVLLVASVESHLGVLGPKNVSQKDAEFERTYVDEVNSELVNIYTFNHTVTRNRTEGVRVSVNVLNKQKGAPLLFVVRQKEAVVSFQVPLILRGMFQRKYLYQKVERTLCQPPTKNESEIQFFYVDVSTLSPVNTTYQLRVSRMDDFVLRTGEQFSFNTTAAQPQYFKYEFPEGVDSVIVKVTSNKAFPCSVISIQDVLCPVYDLDNNVAFIGMYQTMTKKAAITVQRKDFPSNSFYVVVVVKTEDQACGGSLPFYPFAEDEPVDQGHRQKTLSVLVSQAVTSEAYVSGMLFC.... Result: 1 (interaction). (2) The miRNA is hsa-miR-4537 with sequence UGAGCCGAGCUGAGCUUAGCUG. The protein sequence of the target gene is MDVLPTGGGRPGLRTELEFRGGGGEARLESQEEETIPAAPPAPRLRGAAERPRRSRDTWDGDEDTEPGEACGGRTSRTASLVSGLLNELYSCTEEEEAAGGGRGAEGRRRRRDSLDSSTEASGSDVVLGGRSGAGDSRVLQELQERPSQRHQMLYLRQKDANELKTILRELKYRIGIQSAKLLRHLKQKDRLLHKVQRNCDIVTACLQAVSQKRRVDTKLKFTLEPSLGQNGFQQWYDALKAVARLSTGIPKEWRRKVWLTLADHYLHSIAIDWDKTMRFTFNERSNPDDDSMGIQIVKD.... Result: 0 (no interaction). (3) The miRNA is hsa-miR-372-5p with sequence CCUCAAAUGUGGAGCACUAUUCU. The protein sequence of the target gene is MHSAGTPGLSSRRTGNSTSFQPGPPPPPRLLLLLLLLLSLVSRVPAQPAAFGRALLSPGLAGAAGVPAEEAIVLANRGLRVPFGREVWLDPLHDLVLQVQPGDRCAVSVLDNDALAQRPGRLSPKRFPCDFGPGEVRYSHLGARSPSRDRVRLQLRYDAPGGAVVLPLVLEVEVVFTQLEVVTRNLPLVVEELLGTSNALDARSLEFAFQPETEECRVGILSGLGALPRYGELLHYPQVPGGAREGGAPETLLMDCKAFQELGVRYRHTAASRSPNRDWIPMVVELRSRGAPVGSPALKR.... Result: 1 (interaction). (4) The miRNA is hsa-miR-432-5p with sequence UCUUGGAGUAGGUCAUUGGGUGG. The protein sequence of the target gene is MAKLLSCVLGPRLYKIYRERDSERAPASVPETPTAVTAPHSSSWDTYYQPRALEKHADSILALASVFWSISYYSSPFAFFYLYRKGYLSLSKVVPFSHYAGTLLLLLAGVACLRGIGRWTNPQYRQFITILEATHRNQSSENKRQLANYNFDFRSWPVDFHWEEPSSRKESRGGPSRRGVALLRPEPLHRGTADTLLNRVKKLPCQITSYLVAHTLGRRMLYPGSVYLLQKALMPVLLQGQARLVEECNGRRAKLLACDGNEIDTMFVDRRGTAEPQGQKLVICCEGNAGFYEVGCVSTP.... Result: 0 (no interaction).